Dataset: Catalyst prediction with 721,799 reactions and 888 catalyst types from USPTO. Task: Predict which catalyst facilitates the given reaction. (1) Reactant: [NH2:1][C:2]1[CH:3]=[CH:4][C:5]([CH2:8][OH:9])=[N:6][CH:7]=1.N1C=CC=CC=1.Cl[C:17]([O:19][C:20]1[CH:25]=[CH:24][CH:23]=[CH:22][CH:21]=1)=[O:18]. Product: [OH:9][CH2:8][C:5]1[N:6]=[CH:7][C:2]([NH:1][C:17](=[O:18])[O:19][C:20]2[CH:25]=[CH:24][CH:23]=[CH:22][CH:21]=2)=[CH:3][CH:4]=1. The catalyst class is: 783. (2) The catalyst class is: 58. Product: [CH3:15][O:14][C:12]([C:10]1[CH:9]=[CH:8][C:6]2[CH:7]=[C:3]([C:1]([OH:16])=[O:2])[O:4][C:5]=2[CH:11]=1)=[O:13]. Reactant: [CH:1]([C:3]1[O:4][C:5]2[CH:11]=[C:10]([C:12]([O:14][CH3:15])=[O:13])[CH:9]=[CH:8][C:6]=2[CH:7]=1)=[O:2].[OH:16]P([O-])(O)=O.[K+].[O-]Cl=O.[Na+].[OH-].[Na+].